Predict which catalyst facilitates the given reaction. From a dataset of Catalyst prediction with 721,799 reactions and 888 catalyst types from USPTO. (1) Reactant: [CH2:1]([O:8][C:9]1[CH:14]=[CH:13][C:12]([C:15]2[N:16]([CH2:21][CH2:22][CH2:23][OH:24])[C:17]([CH3:20])=[CH:18][CH:19]=2)=[CH:11][CH:10]=1)[C:2]1[CH:7]=[CH:6][CH:5]=[CH:4][CH:3]=1.[CH2:25]([C:32]1[CH:37]=[CH:36][C:35](O)=[CH:34][CH:33]=1)[C:26]1[CH:31]=[CH:30][CH:29]=[CH:28][CH:27]=1.C1(P(C2C=CC=CC=2)C2C=CC=CC=2)C=CC=CC=1.N(C(N1CCCCC1)=O)=NC(N1CCCCC1)=O. Product: [CH2:1]([O:8][C:9]1[CH:14]=[CH:13][C:12]([C:15]2[N:16]([CH2:21][CH2:22][CH2:23][O:24][C:35]3[CH:36]=[CH:37][C:32]([CH2:25][C:26]4[CH:31]=[CH:30][CH:29]=[CH:28][CH:27]=4)=[CH:33][CH:34]=3)[C:17]([CH3:20])=[CH:18][CH:19]=2)=[CH:11][CH:10]=1)[C:2]1[CH:3]=[CH:4][CH:5]=[CH:6][CH:7]=1. The catalyst class is: 93. (2) Reactant: [Cl:1][C:2]1[CH:3]=[C:4]([N:13]([CH2:21][CH3:22])[CH:14]2[CH2:19][CH2:18][N:17]([CH3:20])[CH2:16][CH2:15]2)[C:5]([CH3:12])=[C:6]([CH:11]=1)[C:7]([O:9]C)=[O:8].[OH-].[Na+].Cl. Product: [Cl:1][C:2]1[CH:3]=[C:4]([N:13]([CH2:21][CH3:22])[CH:14]2[CH2:19][CH2:18][N:17]([CH3:20])[CH2:16][CH2:15]2)[C:5]([CH3:12])=[C:6]([CH:11]=1)[C:7]([OH:9])=[O:8]. The catalyst class is: 5.